Task: Predict the reactants needed to synthesize the given product.. Dataset: Full USPTO retrosynthesis dataset with 1.9M reactions from patents (1976-2016) (1) Given the product [CH:13]([C:16]1[N:20]=[C:19]([N:21]2[CH2:26][CH2:25][CH:24]([CH2:27][CH2:28][CH2:29][O:10][C:7]3[CH:8]=[CH:9][C:4]([C:3]([OH:2])=[O:12])=[C:5]([CH3:11])[CH:6]=3)[CH2:23][CH2:22]2)[O:18][N:17]=1)([CH3:15])[CH3:14], predict the reactants needed to synthesize it. The reactants are: C[O:2][C:3](=[O:12])[C:4]1[CH:9]=[CH:8][C:7]([OH:10])=[CH:6][C:5]=1[CH3:11].[CH:13]([C:16]1[N:20]=[C:19]([N:21]2[CH2:26][CH2:25][CH:24]([CH2:27][CH2:28][CH2:29]O)[CH2:23][CH2:22]2)[O:18][N:17]=1)([CH3:15])[CH3:14]. (2) Given the product [CH3:1][O:2][C:3](=[O:20])[C:4]1[CH:9]=[CH:8][C:7]([CH2:10][CH2:11][C:12]([O:14][C:15]([CH3:16])([CH3:17])[CH3:18])=[O:13])=[C:6]([CH3:19])[CH:5]=1, predict the reactants needed to synthesize it. The reactants are: [CH3:1][O:2][C:3](=[O:20])[C:4]1[CH:9]=[CH:8][C:7](/[CH:10]=[CH:11]/[C:12]([O:14][C:15]([CH3:18])([CH3:17])[CH3:16])=[O:13])=[C:6]([CH3:19])[CH:5]=1. (3) Given the product [P:42]([O:8][CH2:1][C@@H:2]([C@@H:3](/[CH:60]=[CH:61]/[CH2:62][CH2:63][CH2:64][CH2:59][CH2:58][CH2:65][CH2:66][CH2:67][CH2:68][CH2:69][CH2:70][CH2:34][CH3:35])[OH:4])[NH2:7])([OH:44])([OH:45])=[O:43], predict the reactants needed to synthesize it. The reactants are: [CH2:1]([OH:8])[C:2]([NH2:7])(CO)[CH2:3][OH:4].Cl.[Na+].[Cl-].C(N([CH2:34][C:35](O)=O)CC(O)=O)COCCOCCN(CC(O)=O)CC(O)=O.C(O)C(O)CO[P:42]([OH:45])([OH:44])=[O:43].[Mg+2].[Cl-].[Cl-].CCC(CO[C:58](C(N(CC[NH+](C)C)C)=O)([C:65]1[CH:70]=[CH:69][CH:68]=[CH:67][CH:66]=1)[C:59]1[CH:64]=[CH:63][CH:62]=[CH:61][CH:60]=1)CC.[Cl-].CC(C[C@H](NC(C)=O)C(N[C@H](C(N[C@H](C(O)=O)CCCN=C(N)N)=O)CC(C)C)=O)C.C[C@H](NC(C[C@H](O)[C@@H](NC([C@@H](NC([C@@H](NC(CC(C)C)=O)C(C)C)=O)C(C)C)=O)CC(C)C)=O)C(N[C@H]([C@@H](O)CC(O)=O)CC(C)C)=O.CCCCCCCCCCCCOS([O-])(=O)=O.[Na+]. (4) Given the product [Cl:20][C:17]1[CH:18]=[CH:19][C:14]([C:12]2[CH:11]=[C:10]([CH3:21])[N:9]=[C:8]([C:4]3[CH:3]=[C:2]([C:26]4[CH:25]=[N:24][C:23]([NH2:22])=[N:28][CH:27]=4)[CH:7]=[CH:6][CH:5]=3)[CH:13]=2)=[CH:15][CH:16]=1, predict the reactants needed to synthesize it. The reactants are: Br[C:2]1[CH:3]=[C:4]([C:8]2[CH:13]=[C:12]([C:14]3[CH:19]=[CH:18][C:17]([Cl:20])=[CH:16][CH:15]=3)[CH:11]=[C:10]([CH3:21])[N:9]=2)[CH:5]=[CH:6][CH:7]=1.[NH2:22][C:23]1[N:28]=[CH:27][C:26](B2OC(C)(C)C(C)(C)O2)=[CH:25][N:24]=1. (5) Given the product [NH2:1][C:4]1[CH:9]=[CH:8][C:7]([S:10]([C:13]2[CH:14]=[CH:15][C:16]3[O:25][C:24]4[CH2:23][CH2:22][N:21]([C:26]([O:28][C:29]([CH3:32])([CH3:31])[CH3:30])=[O:27])[CH2:20][C:19]=4[C:17]=3[CH:18]=2)(=[O:11])=[O:12])=[CH:6][CH:5]=1, predict the reactants needed to synthesize it. The reactants are: [N+:1]([C:4]1[CH:9]=[CH:8][C:7]([S:10]([C:13]2[CH:14]=[CH:15][C:16]3[O:25][C:24]4[CH2:23][CH2:22][N:21]([C:26]([O:28][C:29]([CH3:32])([CH3:31])[CH3:30])=[O:27])[CH2:20][C:19]=4[C:17]=3[CH:18]=2)(=[O:12])=[O:11])=[CH:6][CH:5]=1)([O-])=O.[Cl-].[NH4+]. (6) The reactants are: [F:1][C:2]1[CH:10]=[C:9](B2OC(C)(C)C(C)(C)O2)[CH:8]=[CH:7][C:3]=1[C:4]([NH2:6])=[O:5].Br[C:21]1[N:26]2[CH:27]=[CH:28][N:29]=[C:25]2[C:24]([NH:30][C:31]2[CH:36]=[CH:35][C:34]([N:37]3[CH2:42][CH2:41][N:40]([CH3:43])[CH2:39][CH2:38]3)=[CH:33][CH:32]=2)=[N:23][CH:22]=1. Given the product [F:1][C:2]1[CH:10]=[C:9]([C:21]2[N:26]3[CH:27]=[CH:28][N:29]=[C:25]3[C:24]([NH:30][C:31]3[CH:32]=[CH:33][C:34]([N:37]4[CH2:38][CH2:39][N:40]([CH3:43])[CH2:41][CH2:42]4)=[CH:35][CH:36]=3)=[N:23][CH:22]=2)[CH:8]=[CH:7][C:3]=1[C:4]([NH2:6])=[O:5], predict the reactants needed to synthesize it.